From a dataset of Full USPTO retrosynthesis dataset with 1.9M reactions from patents (1976-2016). Predict the reactants needed to synthesize the given product. (1) Given the product [CH3:1][O:2][C:3]([C:4]1[CH2:5][C:6]([OH:7])([C:8]2[O:9][C:10]([O:13][CH3:14])=[CH:11][N:12]=2)[N:17]([C:19]2[CH:24]=[N:23][C:22]([CH3:25])=[CH:21][CH:20]=2)[N:18]=1)=[O:16], predict the reactants needed to synthesize it. The reactants are: [CH3:1][O:2][C:3](=[O:16])[C:4](=O)[CH2:5][C:6]([C:8]1[O:9][C:10]([O:13][CH3:14])=[CH:11][N:12]=1)=[O:7].[NH:17]([C:19]1[CH:20]=[CH:21][C:22]([CH3:25])=[N:23][CH:24]=1)[NH2:18].C(O)(=O)C. (2) Given the product [CH2:21]([N:10]([S:11]([CH2:14][C:15]1[CH:20]=[CH:19][CH:18]=[CH:17][CH:16]=1)(=[O:13])=[O:12])[C@H:8]([C:5]1[CH:6]=[CH:7][C:2]([C:31]2[CH:32]=[CH:33][C:28]([C:25]([NH2:26])=[O:27])=[CH:29][CH:30]=2)=[CH:3][CH:4]=1)[CH3:9])[CH:22]([CH3:24])[CH3:23], predict the reactants needed to synthesize it. The reactants are: Br[C:2]1[CH:7]=[CH:6][C:5]([C@@H:8]([N:10]([CH2:21][CH:22]([CH3:24])[CH3:23])[S:11]([CH2:14][C:15]2[CH:20]=[CH:19][CH:18]=[CH:17][CH:16]=2)(=[O:13])=[O:12])[CH3:9])=[CH:4][CH:3]=1.[C:25]([C:28]1[CH:33]=[CH:32][C:31](B(O)O)=[CH:30][CH:29]=1)(=[O:27])[NH2:26].C([O-])(=O)C.[K+].C(=O)([O-])[O-].[Na+].[Na+].